The task is: Predict hERG channel inhibition at various concentrations.. This data is from hERG Central: cardiac toxicity at 1µM, 10µM, and general inhibition. (1) The drug is Cn1c(N)c(C(=O)COC(=O)CCC2CCCCC2)c(=O)n(C)c1=O. Results: hERG_inhib (hERG inhibition (general)): blocker. (2) The molecule is COc1cccc(NC(C)(C)c2nnnn2-c2c(C)cccc2C)c1. Results: hERG_inhib (hERG inhibition (general)): blocker. (3) The compound is COc1ccc(CNCCC(c2ccc(F)cc2)c2ccc(OC)cc2)cc1. Results: hERG_inhib (hERG inhibition (general)): blocker. (4) The molecule is COc1ccc(-n2c(SCC(=O)Nc3nc(C)cs3)nnc2-c2ccoc2C)cc1. Results: hERG_inhib (hERG inhibition (general)): blocker. (5) The drug is COc1ccccc1N1CCN(c2cc(N3CCCC3)nc(C)n2)CC1. Results: hERG_inhib (hERG inhibition (general)): blocker. (6) The compound is Cn1nc(C(=O)N2CCN(c3ccc(F)cc3)CC2)c2c1-c1ccccc1S(=O)(=O)C2. Results: hERG_inhib (hERG inhibition (general)): blocker. (7) The drug is O=C(N/N=C/c1ccco1)c1ccccc1OCc1ccccc1Cl. Results: hERG_inhib (hERG inhibition (general)): blocker. (8) The molecule is Cc1cc(C)c2c(CN3CCN(C/C=C/c4ccccc4)CC3)cc(=O)oc2c1. Results: hERG_inhib (hERG inhibition (general)): blocker. (9) The molecule is O=C(c1ccco1)N1CCN(c2ncnc3sc4c(c23)CCC4)CC1. Results: hERG_inhib (hERG inhibition (general)): blocker.